The task is: Predict which catalyst facilitates the given reaction.. This data is from Catalyst prediction with 721,799 reactions and 888 catalyst types from USPTO. (1) Reactant: [C:1]([C:3]([C:23](=O)[CH3:24])=[CH:4][C:5]1[O:13][C:12]2[CH:11]=[CH:10][N:9]=[C:8]([NH:14][C:15](=[O:22])[C:16]3[CH:21]=[CH:20][CH:19]=[CH:18][CH:17]=3)[C:7]=2[CH:6]=1)#[N:2].[CH3:26][C:27]1[CH:31]=[C:30]([NH2:32])[O:29][N:28]=1. Product: [C:1]([C:3]1[CH:4]([C:5]2[O:13][C:12]3[CH:11]=[CH:10][N:9]=[C:8]([NH:14][C:15](=[O:22])[C:16]4[CH:21]=[CH:20][CH:19]=[CH:18][CH:17]=4)[C:7]=3[CH:6]=2)[C:31]2[C:27]([CH3:26])=[N:28][O:29][C:30]=2[NH:32][C:23]=1[CH3:24])#[N:2]. The catalyst class is: 41. (2) Reactant: B(Br)(Br)Br.[CH:5]1([N:10]2[C:14](=[O:15])[C:13]3[CH:16]=[CH:17][C:18]([O:20]C)=[CH:19][C:12]=3[S:11]2)[CH2:9][CH2:8][CH2:7][CH2:6]1. Product: [CH:5]1([N:10]2[C:14](=[O:15])[C:13]3[CH:16]=[CH:17][C:18]([OH:20])=[CH:19][C:12]=3[S:11]2)[CH2:6][CH2:7][CH2:8][CH2:9]1. The catalyst class is: 48. (3) Reactant: [CH:1]([Mg]Br)=[CH2:2].[Br:5][C:6]1[CH:15]=[C:14]2[C:9]([CH2:10][C:11]([CH3:18])([CH3:17])[CH2:12][C:13]2=[O:16])=[CH:8][CH:7]=1. Product: [Br:5][C:6]1[CH:15]=[C:14]2[C:9]([CH2:10][C:11]([CH3:18])([CH3:17])[CH2:12][C:13]2([CH:1]=[CH2:2])[OH:16])=[CH:8][CH:7]=1. The catalyst class is: 1. (4) Product: [CH3:11][O:12][CH2:13][O:14][C:15]1[CH:24]=[CH:23][CH:22]=[CH:21][C:16]=1[C:17]([OH:19])=[O:18]. The catalyst class is: 24. Reactant: CCOC(C)=O.CO.[Li+].[OH-].[CH3:11][O:12][CH2:13][O:14][C:15]1[CH:24]=[CH:23][CH:22]=[CH:21][C:16]=1[C:17]([O:19]C)=[O:18]. (5) Reactant: [Cl:1][C:2]1[C:10]2[N:9]=[C:8]([NH:11][C:12]3[CH:17]=[CH:16][C:15]([Cl:18])=[CH:14][C:13]=3[Cl:19])[N:7]([CH2:20][C:21](OCC)=[O:22])[C:6]=2[C:5]([CH:26]([CH2:29][CH3:30])[CH2:27][CH3:28])=[CH:4][CH:3]=1.[BH4-].[Li+]. Product: [Cl:1][C:2]1[C:10]2[N:9]=[C:8]([NH:11][C:12]3[CH:17]=[CH:16][C:15]([Cl:18])=[CH:14][C:13]=3[Cl:19])[N:7]([CH2:20][CH2:21][OH:22])[C:6]=2[C:5]([CH:26]([CH2:29][CH3:30])[CH2:27][CH3:28])=[CH:4][CH:3]=1. The catalyst class is: 7. (6) Reactant: CC1(C)C[CH:10]([NH2:12])[C:9]2[C:4](=[CH:5][CH:6]=[CH:7]C=2)[O:3]1.[CH2:14]([O:21][C:22]1[C:27]([O:28][CH3:29])=[CH:26][CH:25]=[CH:24][C:23]=1/[CH:30]=[CH:31]/[C:32]([OH:34])=O)[C:15]1[CH:20]=[CH:19][CH:18]=[CH:17][CH:16]=1.CCN=C=NCCCN(C)C.[ClH:46].[CH:47]1[CH:48]=[CH:49][C:50]2N(O)N=N[C:51]=2[CH:52]=1.C(N(CC)CC)C. Product: [Cl:46][C:47]1[CH:52]=[C:51]2[C:50](=[CH:49][CH:48]=1)[O:3][C:4]1([CH2:5][CH2:6][CH2:7]1)[CH2:9][CH:10]2[NH:12][C:32](=[O:34])/[CH:31]=[CH:30]/[C:23]1[CH:24]=[CH:25][CH:26]=[C:27]([O:28][CH3:29])[C:22]=1[O:21][CH2:14][C:15]1[CH:16]=[CH:17][CH:18]=[CH:19][CH:20]=1. The catalyst class is: 4. (7) Reactant: [CH:1]1([C:4]2[N:8]([CH2:9][C:10]3[CH:15]=[CH:14][C:13]([C:16]4[CH:21]=[CH:20][CH:19]=[CH:18][C:17]=4[C:22]4[NH:26][C:25](=O)[O:24][N:23]=4)=[CH:12][CH:11]=3)[C:7]3[C:28]([C:32]([O:34][CH2:35][C:36]4[O:37][C:38](=[O:42])[O:39][C:40]=4[CH3:41])=[O:33])=[CH:29][CH:30]=[CH:31][C:6]=3[N:5]=2)[CH2:3][CH2:2]1.C(C(CCCC)[C:46]([O-:48])=[O:47])C.[K+:53]. The catalyst class is: 21. Product: [CH:1]1([C:4]2[N:8]([CH2:9][C:10]3[CH:11]=[CH:12][C:13]([C:16]4[CH:21]=[CH:20][CH:19]=[CH:18][C:17]=4[C:22]4[N:26]=[C:25]([C:46]([O-:48])=[O:47])[O:24][N:23]=4)=[CH:14][CH:15]=3)[C:7]3[C:28]([C:32]([O:34][CH2:35][C:36]4[O:37][C:38](=[O:42])[O:39][C:40]=4[CH3:41])=[O:33])=[CH:29][CH:30]=[CH:31][C:6]=3[N:5]=2)[CH2:3][CH2:2]1.[K+:53].